Dataset: Catalyst prediction with 721,799 reactions and 888 catalyst types from USPTO. Task: Predict which catalyst facilitates the given reaction. (1) Reactant: [Br:1][C:2]1[CH:3]=[C:4]([NH:8][C@H:9]([C:12]2[CH:17]=[CH:16][CH:15]=[CH:14][CH:13]=2)[CH2:10][NH2:11])[CH:5]=[N:6][CH:7]=1.C(N(CC)C(C)C)(C)C.[CH3:27][CH:28]([CH3:32])[C:29](Cl)=[O:30]. Product: [Br:1][C:2]1[CH:3]=[C:4]([NH:8][C@H:9]([C:12]2[CH:17]=[CH:16][CH:15]=[CH:14][CH:13]=2)[CH2:10][NH:11][C:29](=[O:30])[CH:28]([CH3:32])[CH3:27])[CH:5]=[N:6][CH:7]=1. The catalyst class is: 46. (2) The catalyst class is: 51. Product: [NH2:1][C:2]1[C:7]([C:8]#[N:9])=[C:6]([NH:24][CH:22]([C:17]2[C:16]([C:25]3[CH:30]=[CH:29][CH:28]=[CH:27][N:26]=3)=[C:15]([C:31]3[O:32][C:33]([CH3:36])=[N:34][N:35]=3)[C:14]3[C:19](=[CH:20][CH:21]=[C:12]([F:11])[CH:13]=3)[N:18]=2)[CH3:23])[N:5]=[CH:4][N:3]=1. Reactant: [NH2:1][C:2]1[C:7]([C:8]#[N:9])=[C:6](Cl)[N:5]=[CH:4][N:3]=1.[F:11][C:12]1[CH:13]=[C:14]2[C:19](=[CH:20][CH:21]=1)[N:18]=[C:17]([CH:22]([NH2:24])[CH3:23])[C:16]([C:25]1[CH:30]=[CH:29][CH:28]=[CH:27][N:26]=1)=[C:15]2[C:31]1[O:32][C:33]([CH3:36])=[N:34][N:35]=1.C(N(CC)C(C)C)(C)C.